From a dataset of PAMPA (Parallel Artificial Membrane Permeability Assay) permeability data from NCATS. Regression/Classification. Given a drug SMILES string, predict its absorption, distribution, metabolism, or excretion properties. Task type varies by dataset: regression for continuous measurements (e.g., permeability, clearance, half-life) or binary classification for categorical outcomes (e.g., BBB penetration, CYP inhibition). Dataset: pampa_ncats. (1) The molecule is CCOC1=C(C=C(C=C1)S(=O)(=O)NCC2=CN=CC=C2)NC(=O)C3=CC=CC=C3F. The result is 1 (high permeability). (2) The drug is C1=CC(=CN=C1)CNC(=O)C2=NC(=C3N2C=CN=C3)C4=CN=C(C=C4)Cl. The result is 1 (high permeability). (3) The drug is CCOC(=O)C1CCN(CC1)C(=O)C2(CCCCC2)NC(=O)NC3=C(C=C(C=C3)F)F. The result is 1 (high permeability). (4) The molecule is CC1=CC=C(C=C1)S(=O)(=O)NC2=C(C=CC(=C2)Cl)C(=O)NC3=NC(=CS3)C4=CC=CC=C4. The result is 1 (high permeability). (5) The drug is CC1=CC2=C(C=C1)N=C(O2)C3=C(C=CC(=C3)NC(=O)C4=CC5=C(C=C4)OCCO5)Cl. The result is 1 (high permeability). (6) The drug is CC(=O)NC1=CC=C(C=C1)C2=CSC(=N2)N3CCC(CC3)C(=O)N. The result is 0 (low-to-moderate permeability). (7) The molecule is CC1=CC=C(C=C1)S(=O)(=O)NCCC(=O)NC2=NC(=CS2)C3=CC=CC=C3. The result is 1 (high permeability). (8) The drug is CN(C)CC[C@@H](C1=CC=C(C=C1)Cl)C2=CC=CC=N2. The result is 1 (high permeability). (9) The molecule is CC1=CC=C(C=C1)S(=O)(=O)NC2=C(C=CN=C2)C(=O)NC3=NC(=CS3)C4=CC=C(C=C4)OC. The result is 1 (high permeability).